From a dataset of NCI-60 drug combinations with 297,098 pairs across 59 cell lines. Regression. Given two drug SMILES strings and cell line genomic features, predict the synergy score measuring deviation from expected non-interaction effect. (1) Cell line: SF-295. Synergy scores: CSS=43.7, Synergy_ZIP=2.81, Synergy_Bliss=2.85, Synergy_Loewe=-30.8, Synergy_HSA=3.43. Drug 2: CCCS(=O)(=O)NC1=C(C(=C(C=C1)F)C(=O)C2=CNC3=C2C=C(C=N3)C4=CC=C(C=C4)Cl)F. Drug 1: CCC1=CC2CC(C3=C(CN(C2)C1)C4=CC=CC=C4N3)(C5=C(C=C6C(=C5)C78CCN9C7C(C=CC9)(C(C(C8N6C)(C(=O)OC)O)OC(=O)C)CC)OC)C(=O)OC.C(C(C(=O)O)O)(C(=O)O)O. (2) Drug 1: C1=C(C(=O)NC(=O)N1)F. Drug 2: C1CNP(=O)(OC1)N(CCCl)CCCl. Cell line: OVCAR-5. Synergy scores: CSS=30.2, Synergy_ZIP=-2.02, Synergy_Bliss=-5.38, Synergy_Loewe=-18.7, Synergy_HSA=-4.62.